From a dataset of Full USPTO retrosynthesis dataset with 1.9M reactions from patents (1976-2016). Predict the reactants needed to synthesize the given product. (1) Given the product [NH2:7][C@H:8]1[C@@H:9]([NH:16][C:17]([C:19]2[S:20][C:21]([CH2:39][CH3:40])=[C:22]([C:24]3[CH:25]=[N:26][N:27]4[CH:32]=[C:31]([O:33][CH2:34][C:35]([F:38])([F:37])[F:36])[CH:30]=[N:29][C:28]=34)[CH:23]=2)=[O:18])[C:10]([F:14])([F:15])[CH2:11][CH2:12][CH2:13]1, predict the reactants needed to synthesize it. The reactants are: C(OC(=O)[NH:7][C@@H:8]1[CH2:13][CH2:12][CH2:11][C:10]([F:15])([F:14])[C@@H:9]1[NH:16][C:17]([C:19]1[S:20][C:21]([CH2:39][CH3:40])=[C:22]([C:24]2[CH:25]=[N:26][N:27]3[CH:32]=[C:31]([O:33][CH2:34][C:35]([F:38])([F:37])[F:36])[CH:30]=[N:29][C:28]=23)[CH:23]=1)=[O:18])(C)(C)C.FC(F)(F)C(O)=O. (2) Given the product [Cl:1][C:2]1[C:7]([N:8]2[C:12]([S:13]([C:16]3[CH:21]=[CH:20][CH:19]=[CH:18][CH:17]=3)(=[O:15])=[O:14])=[CH:11][C:10]([CH2:22][OH:23])=[N:9]2)=[CH:6][CH:5]=[CH:4][N:3]=1, predict the reactants needed to synthesize it. The reactants are: [Cl:1][C:2]1[C:7]([N:8]2[C:12]([S:13]([C:16]3[CH:21]=[CH:20][CH:19]=[CH:18][CH:17]=3)(=[O:15])=[O:14])=[CH:11][C:10]([C:22](OCC)=[O:23])=[N:9]2)=[CH:6][CH:5]=[CH:4][N:3]=1.[H-].C([Al+]CC(C)C)C(C)C.C1(C)C=CC=CC=1.O.O.O.O.O.O.O.O.O.O.[O-]S([O-])(=O)=O.[Na+].[Na+]. (3) Given the product [Cl:1][C:2]1[CH:3]=[CH:4][C:5]2[N:11]3[CH:12]=[CH:13][CH:14]=[C:10]3[C@H:9]([CH2:15][C:16]([NH:18][CH2:19][CH2:20][C:21]([OH:23])=[O:22])=[O:17])[O:8][C@@H:7]([C:26]3[CH:31]=[CH:30][CH:29]=[C:28]([O:32][CH3:33])[C:27]=3[O:34][CH3:35])[C:6]=2[CH:36]=1, predict the reactants needed to synthesize it. The reactants are: [Cl:1][C:2]1[CH:3]=[CH:4][C:5]2[N:11]3[CH:12]=[CH:13][CH:14]=[C:10]3[C@H:9]([CH2:15][C:16]([NH:18][CH2:19][CH2:20][C:21]([O:23]CC)=[O:22])=[O:17])[O:8][C@@H:7]([C:26]3[CH:31]=[CH:30][CH:29]=[C:28]([O:32][CH3:33])[C:27]=3[O:34][CH3:35])[C:6]=2[CH:36]=1.C(=O)([O-])[O-].[K+].[K+].Cl.C(OCC)(=O)C.